This data is from Peptide-MHC class I binding affinity with 185,985 pairs from IEDB/IMGT. The task is: Regression. Given a peptide amino acid sequence and an MHC pseudo amino acid sequence, predict their binding affinity value. This is MHC class I binding data. (1) The peptide sequence is FVSLVKKNKK. The MHC is HLA-A68:01 with pseudo-sequence HLA-A68:01. The binding affinity (normalized) is 0.774. (2) The peptide sequence is SQFILRLPP. The binding affinity (normalized) is 0. The MHC is Mamu-B52 with pseudo-sequence Mamu-B52. (3) The peptide sequence is SQYANCSSI. The MHC is HLA-A02:01 with pseudo-sequence HLA-A02:01. The binding affinity (normalized) is 0.594. (4) The peptide sequence is TQVKELGIA. The MHC is HLA-A68:02 with pseudo-sequence HLA-A68:02. The binding affinity (normalized) is 0.0702.